From a dataset of Full USPTO retrosynthesis dataset with 1.9M reactions from patents (1976-2016). Predict the reactants needed to synthesize the given product. (1) The reactants are: [Br:1][C:2]1[CH:3]=[N:4][CH:5]=[C:6]2[C:11]=1[N:10]=[C:9]([C:12]([OH:14])=O)[CH:8]=[CH:7]2.[CH3:15][N:16](C(ON1N=NC2C=CC=NC1=2)=[N+](C)C)C.F[P-](F)(F)(F)(F)F.CN.C1COCC1.CCN(C(C)C)C(C)C. Given the product [Br:1][C:2]1[CH:3]=[N:4][CH:5]=[C:6]2[C:11]=1[N:10]=[C:9]([C:12]([NH:16][CH3:15])=[O:14])[CH:8]=[CH:7]2, predict the reactants needed to synthesize it. (2) Given the product [F:33][CH:2]([F:1])[C:3]1[C:11]2[C:6](=[CH:7][C:8]([C:12]([F:13])([F:14])[F:15])=[CH:9][CH:10]=2)[N:5]([S:16]([C:19]2[CH:24]=[CH:23][C:22]([O:25][CH3:26])=[C:21]([N:27]3[CH2:28][CH2:29][N:30]([CH3:34])[CH2:31][CH2:32]3)[CH:20]=2)(=[O:18])=[O:17])[CH:4]=1, predict the reactants needed to synthesize it. The reactants are: [F:1][CH:2]([F:33])[C:3]1[C:11]2[C:6](=[CH:7][C:8]([C:12]([F:15])([F:14])[F:13])=[CH:9][CH:10]=2)[N:5]([S:16]([C:19]2[CH:24]=[CH:23][C:22]([O:25][CH3:26])=[C:21]([N:27]3[CH2:32][CH2:31][NH:30][CH2:29][CH2:28]3)[CH:20]=2)(=[O:18])=[O:17])[CH:4]=1.[C:34]([BH3-])#N.[Na+].C=O. (3) Given the product [CH:24]([O:23][CH2:22][CH2:21][CH2:20][N:16]1[C:17](=[O:19])[C:18]2[C:9]([CH2:8][C:5]3[CH:4]=[CH:3][C:2]([Cl:1])=[CH:7][CH:6]=3)=[C:10]([O:32][C:33]3[CH:34]=[N:35][CH:36]=[C:37]([Cl:39])[CH:38]=3)[CH:11]=[N:12][C:13]=2[N:14]([CH3:31])[C:15]1=[O:30])=[O:25], predict the reactants needed to synthesize it. The reactants are: [Cl:1][C:2]1[CH:7]=[CH:6][C:5]([CH:8](O)[C:9]2[C:18]3[C:17](=[O:19])[N:16]([CH2:20][CH2:21][CH2:22][O:23][CH:24]4CCCC[O:25]4)[C:15](=[O:30])[N:14]([CH3:31])[C:13]=3[N:12]=[CH:11][C:10]=2[O:32][C:33]2[CH:34]=[N:35][CH:36]=[C:37]([Cl:39])[CH:38]=2)=[CH:4][CH:3]=1. (4) Given the product [F:1][C:2]([F:17])([C:13]([F:16])([F:15])[F:14])[CH2:3][CH2:4][CH2:5][S:6]([CH2:9][CH2:10][CH2:11][NH:18][CH2:19][CH2:20][CH2:21][OH:22])(=[O:8])=[O:7], predict the reactants needed to synthesize it. The reactants are: [F:1][C:2]([F:17])([C:13]([F:16])([F:15])[F:14])[CH2:3][CH2:4][CH2:5][S:6]([CH2:9][CH2:10][CH2:11]Cl)(=[O:8])=[O:7].[NH2:18][CH2:19][CH2:20][CH2:21][OH:22]. (5) Given the product [CH2:3]([CH:5]1[CH2:10][O:9][C:8]2[CH:11]=[CH:12][C:13]([C:15]([OH:21])=[O:1])=[CH:14][C:7]=2[O:6]1)[CH3:4], predict the reactants needed to synthesize it. The reactants are: [OH-:1].[K+].[CH2:3]([CH:5]1[CH2:10][O:9][C:8]2[CH:11]=[CH:12][C:13]([C:15]#N)=[CH:14][C:7]=2[O:6]1)[CH3:4].C(O)C.Cl.[OH2:21]. (6) Given the product [OH:4][CH2:3][C:5]1[CH:6]=[CH:7][C:8]([CH:9]=[CH:10][C:11]([OH:13])=[O:12])=[CH:14][CH:15]=1, predict the reactants needed to synthesize it. The reactants are: [BH4-].[Na+].[CH:3]([C:5]1[CH:15]=[CH:14][C:8]([CH:9]=[CH:10][C:11]([OH:13])=[O:12])=[CH:7][CH:6]=1)=[O:4].